This data is from Catalyst prediction with 721,799 reactions and 888 catalyst types from USPTO. The task is: Predict which catalyst facilitates the given reaction. (1) Reactant: [C:1]([NH:4][CH2:5][C:6]([OH:8])=[O:7])(=O)[CH3:2].[F:9][C:10]([F:21])([F:20])[O:11][C:12]1[CH:19]=[CH:18][C:15]([CH:16]=O)=[CH:14][CH:13]=1.C([O-])(=O)C.[Na+].C(OC(=O)C)(=O)C. The catalyst class is: 6. Product: [CH3:2][C:1]1[O:8][C:6](=[O:7])[C:5](=[CH:16][C:15]2[CH:18]=[CH:19][C:12]([O:11][C:10]([F:9])([F:20])[F:21])=[CH:13][CH:14]=2)[N:4]=1. (2) The catalyst class is: 12. Reactant: [NH2:1][C:2]1[CH:6]=[CH:5][S:4][C:3]=1[C:7]([NH2:9])=O.Cl[C:11](Cl)(OC(=O)OC(Cl)(Cl)Cl)Cl. Product: [N:1]1[C:2]2[CH:6]=[CH:5][S:4][C:3]=2[CH:7]=[N:9][CH:11]=1. (3) Product: [CH3:1][C:2]1[CH:11]=[CH:10][C:9]2[C:4](=[CH:5][C:6]([CH2:12][CH2:13][OH:14])=[CH:7][CH:8]=2)[N:3]=1. The catalyst class is: 1. Reactant: [CH3:1][C:2]1[CH:11]=[CH:10][C:9]2[C:4](=[CH:5][C:6]([CH2:12][C:13](OC)=[O:14])=[CH:7][CH:8]=2)[N:3]=1.[H-].[H-].[H-].[H-].[Li+].[Al+3].O.O.O.O.O.O.O.O.O.O.S([O-])([O-])(=O)=O.[Na+].[Na+].